Task: Predict the reaction yield, written as a fraction of the theoretical maximum amount of product (1.0 means a 100% yield; for example, 0.34 means a 34% yield).. Dataset: Reaction yield outcomes from USPTO patents with 853,638 reactions (1) The reactants are [C:1]([O:4][CH2:5][C:6]1[CH:11]=[C:10]([C:12]#[C:13][CH2:14][OH:15])[C:9]([O:16]CC2C=CC(OC)=CC=2)=[CH:8][N:7]=1)(=[O:3])[CH3:2].[H][H]. The catalyst is C(O)C.[Pd]. The product is [C:1]([O:4][CH2:5][C:6]1[CH:11]=[C:10]([CH2:12][CH2:13][CH2:14][OH:15])[C:9]([OH:16])=[CH:8][N:7]=1)(=[O:3])[CH3:2]. The yield is 1.00. (2) The reactants are [OH-].[Na+].[CH3:3][N:4]([CH3:23])[C:5](=[O:22])[CH2:6][CH2:7][CH2:8][C:9]1[CH:14]=[CH:13][C:12]([NH:15]C(=O)C(F)(F)F)=[CH:11][CH:10]=1. The catalyst is CO. The product is [CH3:23][N:4]([CH3:3])[C:5](=[O:22])[CH2:6][CH2:7][CH2:8][C:9]1[CH:10]=[CH:11][C:12]([NH2:15])=[CH:13][CH:14]=1. The yield is 0.660.